This data is from Reaction yield outcomes from USPTO patents with 853,638 reactions. The task is: Predict the reaction yield, written as a fraction of the theoretical maximum amount of product (1.0 means a 100% yield; for example, 0.34 means a 34% yield). (1) The catalyst is ClC(Cl)C. The reactants are [CH2:1]([C:3]1[C:4]([CH2:24][CH:25]=O)=[CH:5][C:6]([O:22][CH3:23])=[C:7]([C:9]2[N:14]=[C:13]([NH:15][C:16](=[O:21])[C:17]([CH3:20])([CH3:19])[CH3:18])[CH:12]=[CH:11][CH:10]=2)[CH:8]=1)[CH3:2].Cl.[CH3:28][NH:29][CH3:30].C(O[BH-](OC(=O)C)OC(=O)C)(=O)C.[Na+].C(O)(=O)C. The product is [CH3:28][N:29]([CH3:30])[CH2:25][CH2:24][C:4]1[C:3]([CH2:1][CH3:2])=[CH:8][C:7]([C:9]2[N:14]=[C:13]([NH:15][C:16](=[O:21])[C:17]([CH3:19])([CH3:18])[CH3:20])[CH:12]=[CH:11][CH:10]=2)=[C:6]([O:22][CH3:23])[CH:5]=1. The yield is 0.435. (2) The reactants are [OH:1][CH:2]1[CH2:7][CH2:6][CH2:5][N:4]([NH:8][C:9]([C:11]2[N:12]=[C:13]([C:31]3[CH:36]=[CH:35][C:34]([Cl:37])=[CH:33][C:32]=3[Cl:38])[N:14]([C:17]3[CH:22]=[CH:21][C:20]([O:23]CC4C=CC=CC=4)=[CH:19][CH:18]=3)[C:15]=2[CH3:16])=[O:10])[CH2:3]1.CSC.B(F)(F)F.CCOCC.O1CCOCC1. The catalyst is ClCCl.CO. The product is [OH:1][CH:2]1[CH2:7][CH2:6][CH2:5][N:4]([NH:8][C:9]([C:11]2[N:12]=[C:13]([C:31]3[CH:36]=[CH:35][C:34]([Cl:37])=[CH:33][C:32]=3[Cl:38])[N:14]([C:17]3[CH:18]=[CH:19][C:20]([OH:23])=[CH:21][CH:22]=3)[C:15]=2[CH3:16])=[O:10])[CH2:3]1. The yield is 0.950. (3) The product is [C:3]([C:11]1[CH:12]=[C:13]([CH:20]=[CH:21][CH:22]=1)[CH:14]=[CH:15][C:16]([OH:18])=[O:17])(=[O:10])[C:4]1[CH:5]=[CH:6][CH:7]=[CH:8][CH:9]=1. The yield is 0.930. The catalyst is CO. The reactants are [OH-].[K+].[C:3]([C:11]1[CH:12]=[C:13]([CH:20]=[CH:21][CH:22]=1)[CH:14]=[CH:15][C:16]([O:18]C)=[O:17])(=[O:10])[C:4]1[CH:9]=[CH:8][CH:7]=[CH:6][CH:5]=1. (4) The reactants are C1C(=O)N([Br:8])C(=O)C1.[CH2:9]([O:11][C:12](=[O:26])[C:13]1[CH:18]=[C:17]([C:19]([F:22])([F:21])[F:20])[C:16]([CH:23]=[O:24])=[CH:15][C:14]=1[NH2:25])[CH3:10]. The catalyst is CN(C=O)C. The product is [CH2:9]([O:11][C:12](=[O:26])[C:13]1[CH:18]=[C:17]([C:19]([F:21])([F:20])[F:22])[C:16]([CH:23]=[O:24])=[C:15]([Br:8])[C:14]=1[NH2:25])[CH3:10]. The yield is 0.870. (5) The reactants are [CH2:1]([O:3][C:4](=[O:17])[CH2:5][C:6]1[C:15]2[C:10](=[CH:11][CH:12]=[C:13]([OH:16])[CH:14]=2)[CH:9]=[CH:8][CH:7]=1)[CH3:2].I[CH2:19][CH2:20][CH2:21][CH2:22][CH3:23].C(=O)([O-])[O-].[Cs+].[Cs+].O. The catalyst is CN(C)C=O. The product is [CH2:1]([O:3][C:4](=[O:17])[CH2:5][C:6]1[C:15]2[C:10](=[CH:11][CH:12]=[C:13]([O:16][CH2:19][CH2:20][CH2:21][CH2:22][CH3:23])[CH:14]=2)[CH:9]=[CH:8][CH:7]=1)[CH3:2]. The yield is 0.880. (6) The reactants are Br[C:2]1[C:7]([NH2:8])=[C:6]([Br:9])[CH:5]=[C:4]([CH2:10][CH3:11])[N:3]=1.[S-:12][CH2:13][CH3:14].[Na+].O. The catalyst is CN(C=O)C. The product is [Br:9][C:6]1[CH:5]=[C:4]([CH2:10][CH3:11])[N:3]=[C:2]([S:12][CH2:13][CH3:14])[C:7]=1[NH2:8]. The yield is 0.840.